Dataset: NCI-60 drug combinations with 297,098 pairs across 59 cell lines. Task: Regression. Given two drug SMILES strings and cell line genomic features, predict the synergy score measuring deviation from expected non-interaction effect. (1) Drug 1: CC1=C(C(=CC=C1)Cl)NC(=O)C2=CN=C(S2)NC3=CC(=NC(=N3)C)N4CCN(CC4)CCO. Drug 2: C1C(C(OC1N2C=NC3=C2NC=NCC3O)CO)O. Cell line: SK-OV-3. Synergy scores: CSS=18.7, Synergy_ZIP=-2.18, Synergy_Bliss=4.37, Synergy_Loewe=-12.2, Synergy_HSA=1.94. (2) Drug 2: CCCCC(=O)OCC(=O)C1(CC(C2=C(C1)C(=C3C(=C2O)C(=O)C4=C(C3=O)C=CC=C4OC)O)OC5CC(C(C(O5)C)O)NC(=O)C(F)(F)F)O. Drug 1: C1=NC2=C(N=C(N=C2N1C3C(C(C(O3)CO)O)O)F)N. Cell line: OVCAR-4. Synergy scores: CSS=22.9, Synergy_ZIP=0.578, Synergy_Bliss=4.25, Synergy_Loewe=-7.02, Synergy_HSA=3.25. (3) Drug 1: CC1C(C(CC(O1)OC2CC(OC(C2O)C)OC3=CC4=CC5=C(C(=O)C(C(C5)C(C(=O)C(C(C)O)O)OC)OC6CC(C(C(O6)C)O)OC7CC(C(C(O7)C)O)OC8CC(C(C(O8)C)O)(C)O)C(=C4C(=C3C)O)O)O)O. Drug 2: CC1CCC2CC(C(=CC=CC=CC(CC(C(=O)C(C(C(=CC(C(=O)CC(OC(=O)C3CCCCN3C(=O)C(=O)C1(O2)O)C(C)CC4CCC(C(C4)OC)O)C)C)O)OC)C)C)C)OC. Cell line: HOP-92. Synergy scores: CSS=15.8, Synergy_ZIP=1.10, Synergy_Bliss=5.17, Synergy_Loewe=-0.983, Synergy_HSA=0.755. (4) Drug 1: CS(=O)(=O)CCNCC1=CC=C(O1)C2=CC3=C(C=C2)N=CN=C3NC4=CC(=C(C=C4)OCC5=CC(=CC=C5)F)Cl. Drug 2: CC(C)CN1C=NC2=C1C3=CC=CC=C3N=C2N. Cell line: TK-10. Synergy scores: CSS=5.84, Synergy_ZIP=-2.55, Synergy_Bliss=2.58, Synergy_Loewe=1.71, Synergy_HSA=2.30.